Dataset: Forward reaction prediction with 1.9M reactions from USPTO patents (1976-2016). Task: Predict the product of the given reaction. (1) Given the reactants [Br:1][C:2]1[CH:3]=[C:4]2[C:8](=[CH:9][C:10]=1[N+:11]([O-])=O)[N:7]([C:14]([C:27]1[CH:32]=[CH:31][CH:30]=[CH:29][CH:28]=1)([C:21]1[CH:26]=[CH:25][CH:24]=[CH:23][CH:22]=1)[C:15]1[CH:20]=[CH:19][CH:18]=[CH:17][CH:16]=1)[N:6]=[C:5]2[Cl:33], predict the reaction product. The product is: [Br:1][C:2]1[CH:3]=[C:4]2[C:8](=[CH:9][C:10]=1[NH2:11])[N:7]([C:14]([C:15]1[CH:16]=[CH:17][CH:18]=[CH:19][CH:20]=1)([C:21]1[CH:26]=[CH:25][CH:24]=[CH:23][CH:22]=1)[C:27]1[CH:32]=[CH:31][CH:30]=[CH:29][CH:28]=1)[N:6]=[C:5]2[Cl:33]. (2) Given the reactants [CH3:1][C@H:2]1[CH2:7][CH2:6][CH2:5][C:4](=[O:8])[CH2:3]1.[C:9](=O)([O:12]C)[O:10][CH3:11].[H-].[Na+].CO, predict the reaction product. The product is: [CH3:1][C@H:2]1[CH2:7][CH2:6][CH:5]([C:9]([O:10][CH3:11])=[O:12])[C:4](=[O:8])[CH2:3]1. (3) Given the reactants [C:1]([O:5][C:6](=[O:31])[NH:7][CH:8]([C:10](=[O:30])[NH:11][C:12]1[CH:17]=[CH:16][CH:15]=[C:14]([Cl:18])[C:13]=1[C:19](=O)[NH:20][C:21]1[CH:26]=[C:25]([F:27])[CH:24]=[C:23]([F:28])[CH:22]=1)[CH3:9])([CH3:4])([CH3:3])[CH3:2].C(N(CC)C(C)C)(C)C.C1(P(C2C=CC=CC=2)C2C=CC=CC=2)C=CC=CC=1.II, predict the reaction product. The product is: [C:1]([O:5][C:6](=[O:31])[NH:7][CH:8]([C:10]1[O:30][C:19](=[N:20][C:21]2[CH:26]=[C:25]([F:27])[CH:24]=[C:23]([F:28])[CH:22]=2)[C:13]2[C:14]([Cl:18])=[CH:15][CH:16]=[CH:17][C:12]=2[N:11]=1)[CH3:9])([CH3:4])([CH3:3])[CH3:2]. (4) The product is: [C:30]([N:4]([CH2:5][C:6]1[C:7]([F:29])=[C:8]([F:28])[C:9]([NH:19][C:20]2[CH:25]=[CH:24][C:23]([I:26])=[CH:22][C:21]=2[F:27])=[C:10]([CH:18]=1)[C:11]([NH:13][O:14][CH2:15][CH2:16][OH:17])=[O:12])[O:3][CH2:1][CH3:2])(=[O:32])[CH3:31]. Given the reactants [CH2:1]([O:3][NH:4][CH2:5][C:6]1[C:7]([F:29])=[C:8]([F:28])[C:9]([NH:19][C:20]2[CH:25]=[CH:24][C:23]([I:26])=[CH:22][C:21]=2[F:27])=[C:10]([CH:18]=1)[C:11]([NH:13][O:14][CH2:15][CH2:16][OH:17])=[O:12])[CH3:2].[C:30](ON1C(=O)C2C=CC=CC=2N=N1)(=[O:32])[CH3:31], predict the reaction product. (5) Given the reactants CS(O[CH:6]([C:15]1[CH:16]=[N:17][C:18]([NH:21][C:22]([C:24]2([C:27]3[CH:35]=[CH:34][C:30]4[O:31][CH2:32][O:33][C:29]=4[CH:28]=3)[CH2:26][CH2:25]2)=[O:23])=[CH:19][CH:20]=1)[C:7]1[CH:12]=[CH:11][CH:10]=[CH:9][C:8]=1[O:13][CH3:14])(=O)=O.[CH3:36][CH:37]1[O:42][CH:41]([CH3:43])[CH2:40][NH:39][CH2:38]1.O1C2C=CC(C3(C(NC4C=CC(C(N(C)C)C5C=CC=CC=5OC)=CN=4)=O)CC3)=CC=2OC1, predict the reaction product. The product is: [O:31]1[C:30]2[CH:34]=[CH:35][C:27]([C:24]3([C:22]([NH:21][C:18]4[CH:19]=[CH:20][C:15]([CH:6]([N:39]5[CH2:38][CH:37]([CH3:36])[O:42][CH:41]([CH3:43])[CH2:40]5)[C:7]5[CH:12]=[CH:11][CH:10]=[CH:9][C:8]=5[O:13][CH3:14])=[CH:16][N:17]=4)=[O:23])[CH2:25][CH2:26]3)=[CH:28][C:29]=2[O:33][CH2:32]1. (6) The product is: [CH2:1]([O:8][C:9]1[CH:14]=[CH:13][C:12]([C:15]2[NH:27][C:18]3=[N:19][CH:20]=[CH:21][C:22]([CH2:23][C:24]([N:30]([CH3:31])[CH3:29])=[O:25])=[C:17]3[N:16]=2)=[CH:11][CH:10]=1)[C:2]1[CH:7]=[CH:6][CH:5]=[CH:4][CH:3]=1. Given the reactants [CH2:1]([O:8][C:9]1[CH:14]=[CH:13][C:12]([C:15]2[NH:27][C:18]3=[N:19][CH:20]=[CH:21][C:22]([CH2:23][C:24](O)=[O:25])=[C:17]3[N:16]=2)=[CH:11][CH:10]=1)[C:2]1[CH:7]=[CH:6][CH:5]=[CH:4][CH:3]=1.C[CH2:29][N:30]=[C:31]=NCCCN(C)C.Cl.CNC.CCO, predict the reaction product. (7) The product is: [CH2:4]([O:5][C:6]([N:8]1[CH2:13][CH2:12][CH2:11][CH2:10][NH:9]1)=[O:7])[CH3:3]. Given the reactants [H][H].[CH3:3][CH2:4][O:5][C:6]([N:8]1[CH2:13][CH:12]=[CH:11][CH2:10][N:9]1C(OCC1C=CC=CC=1)=O)=[O:7], predict the reaction product. (8) Given the reactants N1C=CC=CC=1.ClCCl.[F:10][C:11]1[CH:12]=[C:13]([OH:25])[CH:14]=[C:15]([F:24])[C:16]=1[C:17]([CH3:23])([CH3:22])[C:18]([F:21])([F:20])[F:19].[F:26][C:27]([F:40])([F:39])[S:28](O[S:28]([C:27]([F:40])([F:39])[F:26])(=[O:30])=[O:29])(=[O:30])=[O:29], predict the reaction product. The product is: [F:26][C:27]([F:40])([F:39])[S:28]([O:25][C:13]1[CH:12]=[C:11]([F:10])[C:16]([C:17]([CH3:22])([CH3:23])[C:18]([F:20])([F:21])[F:19])=[C:15]([F:24])[CH:14]=1)(=[O:30])=[O:29].